Dataset: Peptide-MHC class I binding affinity with 185,985 pairs from IEDB/IMGT. Task: Regression. Given a peptide amino acid sequence and an MHC pseudo amino acid sequence, predict their binding affinity value. This is MHC class I binding data. The peptide sequence is KLAEIFQPF. The MHC is HLA-B40:01 with pseudo-sequence HLA-B40:01. The binding affinity (normalized) is 0.213.